From a dataset of Full USPTO retrosynthesis dataset with 1.9M reactions from patents (1976-2016). Predict the reactants needed to synthesize the given product. (1) Given the product [OH:1][CH:2]1[O:10][C@H:9]([C:11](=[O:16])[OH:12])[C@H:7]([OH:8])[C@H:5]([OH:6])[C@H:3]1[OH:4], predict the reactants needed to synthesize it. The reactants are: [O:1]=[CH:2][C@@H:3]([C@H:5]([C@H:7]([C@@H:9]([CH2:11][OH:12])[OH:10])[OH:8])[OH:6])[OH:4].[Na+].[Cl-].C([O-])([O-])=[O:16].[Na+].[Na+]. (2) Given the product [CH3:14][C:13]1[C:5]([CH2:4][C:3]([NH2:2])=[O:16])=[C:6]2[N:7]([CH:12]=1)[CH:8]=[CH:9][CH:10]=[CH:11]2, predict the reactants needed to synthesize it. The reactants are: [Cl-].[NH2:2][C:3](=[O:16])[CH2:4][CH2:5][C:6]1[CH:11]=[CH:10][CH:9]=[CH:8][N+:7]=1[CH2:12][C:13](=O)[CH3:14].C([O-])(O)=O.[Na+].C(OCC)(=O)C.CO. (3) Given the product [CH3:13][O:12][C:6]1[CH:5]=[CH:4][C:3]([CH:1]=[CH:22][N+:19]([O-:21])=[O:20])=[CH:11][C:7]=1[C:8]([O:10][CH3:14])=[O:9], predict the reactants needed to synthesize it. The reactants are: [CH:1]([C:3]1[CH:4]=[CH:5][C:6]([O:12][CH3:13])=[C:7]([CH:11]=1)[C:8]([O-:10])=[O:9])=O.[CH2:14](N)CCC.[N+:19]([CH3:22])([O-:21])=[O:20].O. (4) Given the product [CH:1]([C:4]1[CH:5]=[C:6]2[S:12][C:11]([NH:13][CH2:14][C:15]3[CH:20]=[CH:19][C:18]([O:21][CH3:22])=[CH:17][CH:16]=3)=[C:10]([C:23]([OH:25])=[O:24])[C:7]2=[N:8][CH:9]=1)([CH3:3])[CH3:2], predict the reactants needed to synthesize it. The reactants are: [CH:1]([C:4]1[CH:5]=[C:6]2[S:12][C:11]([NH:13][CH2:14][C:15]3[CH:20]=[CH:19][C:18]([O:21][CH3:22])=[CH:17][CH:16]=3)=[C:10]([C:23]([O:25]CC)=[O:24])[C:7]2=[N:8][CH:9]=1)([CH3:3])[CH3:2].O.[Li+].[OH-].Cl.